This data is from Forward reaction prediction with 1.9M reactions from USPTO patents (1976-2016). The task is: Predict the product of the given reaction. (1) Given the reactants C(O[CH:5]([CH3:18])[C:6]([C:8]1[C:17]2[C:12](=[CH:13][CH:14]=[CH:15][CH:16]=2)[CH:11]=[CH:10][CH:9]=1)=[O:7])(=O)C.Cl.OC(C)C(C1C2C(=CC=CC=2)C=CC=1)=O.[N:35]#[C:36][NH2:37].[OH-].[Na+], predict the reaction product. The product is: [NH2:37][C:36]1[O:7][C:6]([C:8]2[C:17]3[C:12](=[CH:13][CH:14]=[CH:15][CH:16]=3)[CH:11]=[CH:10][CH:9]=2)=[C:5]([CH3:18])[N:35]=1. (2) Given the reactants C([O:5][C:6](=[O:27])[C:7]1[CH:12]=[CH:11][C:10]([CH2:13][N:14]2[C:23](=[O:24])[C:22]3[C:17](=[CH:18][C:19]([F:26])=[C:20]([NH2:25])[CH:21]=3)[N:16]=[CH:15]2)=[CH:9][CH:8]=1)(C)(C)C.[C:28]1([CH3:38])[CH:33]=[CH:32][C:31]([CH2:34][C:35](O)=[O:36])=[CH:30][CH:29]=1, predict the reaction product. The product is: [F:26][C:19]1[CH:18]=[C:17]2[C:22]([C:23](=[O:24])[N:14]([CH2:13][C:10]3[CH:9]=[CH:8][C:7]([C:6]([OH:5])=[O:27])=[CH:12][CH:11]=3)[CH:15]=[N:16]2)=[CH:21][C:20]=1[NH:25][C:35](=[O:36])[CH2:34][C:31]1[CH:32]=[CH:33][C:28]([CH3:38])=[CH:29][CH:30]=1. (3) The product is: [CH2:10]([C:12]1[CH:13]=[C:14]2[C:6](=[CH:7][CH:21]=1)[N:3]([CH3:1])[CH2:4][CH2:5][C:15]2=[O:22])[CH3:11]. Given the reactants [CH2:1]([N:3]([CH2:6][CH3:7])[CH2:4][CH3:5])C.IC.[CH2:10]([C:12]1[CH:13]=[C:14]2C(=C[CH:21]=1)NCC[C:15]2=[O:22])[CH3:11].C(OCC)(=O)C, predict the reaction product. (4) Given the reactants [OH:1][CH2:2][CH:3]([CH2:5][OH:6])[OH:4].[CH3:7][C:8]1[CH:12]=[C:11]([CH3:13])[NH:10][C:9]=1/[CH:14]=[C:15]1\[C:16](=[O:27])[N:17]([C:24](Cl)=[O:25])[C:18]2[C:23]\1=[CH:22][CH:21]=[CH:20][CH:19]=2, predict the reaction product. The product is: [OH:4][CH:3]([CH2:5][OH:6])[CH2:2][O:1][C:24]([N:17]1[C:18]2[C:23](=[CH:22][CH:21]=[CH:20][CH:19]=2)/[C:15](=[CH:14]/[C:9]2[NH:10][C:11]([CH3:13])=[CH:12][C:8]=2[CH3:7])/[C:16]1=[O:27])=[O:25]. (5) Given the reactants [Cl:1][C:2]1[CH:7]=[C:6]([NH2:8])[CH:5]=[C:4]([Cl:9])[N:3]=1.[C:10](Cl)(Cl)=[S:11].C(N(CC)CC)C, predict the reaction product. The product is: [Cl:1][C:2]1[CH:7]=[C:6]([N:8]=[C:10]=[S:11])[CH:5]=[C:4]([Cl:9])[N:3]=1.